Dataset: Forward reaction prediction with 1.9M reactions from USPTO patents (1976-2016). Task: Predict the product of the given reaction. (1) Given the reactants [F:1][C:2]1[CH:10]=[C:9]2[C:5]([CH:6]=[CH:7][NH:8]2)=[CH:4][CH:3]=1.Cl, predict the reaction product. The product is: [F:1][C:2]1[CH:10]=[C:9]2[C:5]([CH2:6][CH2:7][NH:8]2)=[CH:4][CH:3]=1. (2) Given the reactants [Cl:1][C:2]1[CH:3]=[CH:4][C:5]2[NH:11][C:10]3[CH:12]=[CH:13][C:14]([O:16][CH3:17])=[CH:15][C:9]=3[C:8](=O)[NH:7][C:6]=2[CH:19]=1.[NH:20]1[CH2:25][CH2:24][NH:23][CH2:22][CH2:21]1, predict the reaction product. The product is: [Cl:1][C:2]1[CH:3]=[CH:4][C:5]2[NH:11][C:10]3[CH:12]=[CH:13][C:14]([O:16][CH3:17])=[CH:15][C:9]=3[C:8]([N:20]3[CH2:25][CH2:24][NH:23][CH2:22][CH2:21]3)=[N:7][C:6]=2[CH:19]=1. (3) Given the reactants Cl[C:2]1([C:13]2[CH:18]=[CH:17][CH:16]=[CH:15][C:14]=2[O:19][CH3:20])[C:10]2[C:5](=[CH:6][CH:7]=[C:8]([Cl:11])[CH:9]=2)[NH:4][C:3]1=[O:12].FC(F)(F)C(O)=O.[NH2:28][C@@H:29]([CH2:35][CH2:36][C:37]([N:39]([CH3:41])[CH3:40])=[O:38])[C:30]([N:32]([CH3:34])[CH3:33])=[O:31], predict the reaction product. The product is: [Cl:11][C:8]1[CH:9]=[C:10]2[C:5](=[CH:6][CH:7]=1)[NH:4][C:3](=[O:12])[C:2]2([NH:28][C@@H:29]([CH2:35][CH2:36][C:37]([N:39]([CH3:40])[CH3:41])=[O:38])[C:30]([N:32]([CH3:33])[CH3:34])=[O:31])[C:13]1[CH:18]=[CH:17][CH:16]=[CH:15][C:14]=1[O:19][CH3:20]. (4) Given the reactants [OH-].[Na+].[CH:3]1([NH:6][CH2:7][CH2:8][CH2:9][O:10][C:11]2[CH:16]=[CH:15][C:14]([C:17]3[CH:22]=[CH:21][C:20]([C:23]([O:25]CC)=[O:24])=[CH:19][CH:18]=3)=[CH:13][C:12]=2[C:28]2[CH:37]=[CH:36][C:35]3[C:34]([CH3:39])([CH3:38])[CH2:33][CH2:32][C:31]([CH3:41])([CH3:40])[C:30]=3[CH:29]=2)[CH2:5][CH2:4]1, predict the reaction product. The product is: [CH:3]1([NH:6][CH2:7][CH2:8][CH2:9][O:10][C:11]2[CH:16]=[CH:15][C:14]([C:17]3[CH:22]=[CH:21][C:20]([C:23]([OH:25])=[O:24])=[CH:19][CH:18]=3)=[CH:13][C:12]=2[C:28]2[CH:37]=[CH:36][C:35]3[C:34]([CH3:39])([CH3:38])[CH2:33][CH2:32][C:31]([CH3:41])([CH3:40])[C:30]=3[CH:29]=2)[CH2:5][CH2:4]1. (5) Given the reactants [F:1][C:2]([F:49])([F:48])[CH2:3][CH2:4][C@@H:5]([C:21](=[O:47])[NH:22][C@@H:23]1[C:29](=[O:30])[N:28]([C:31]2[CH:36]=[CH:35][CH:34]=[CH:33][N:32]=2)[C:27]2[CH:37]=[CH:38][CH:39]=[CH:40][C:26]=2[C:25]([C:41]2[CH:46]=[CH:45][CH:44]=[CH:43][CH:42]=2)=[N:24]1)[C@H:6]([CH2:14][CH2:15][CH2:16][C:17]([F:20])([F:19])[F:18])[C:7]([O:9]C(C)(C)C)=[O:8].C(O)(C(F)(F)F)=O, predict the reaction product. The product is: [F:48][C:2]([F:1])([F:49])[CH2:3][CH2:4][C@@H:5]([C:21](=[O:47])[NH:22][C@@H:23]1[C:29](=[O:30])[N:28]([C:31]2[CH:36]=[CH:35][CH:34]=[CH:33][N:32]=2)[C:27]2[CH:37]=[CH:38][CH:39]=[CH:40][C:26]=2[C:25]([C:41]2[CH:46]=[CH:45][CH:44]=[CH:43][CH:42]=2)=[N:24]1)[C@H:6]([CH2:14][CH2:15][CH2:16][C:17]([F:20])([F:18])[F:19])[C:7]([OH:9])=[O:8]. (6) Given the reactants [C:1]1([CH:7]([N:13]2[CH2:18][CH2:17][CH2:16][CH2:15][CH2:14]2)[C:8]([O:10]CC)=[O:9])[CH:6]=[CH:5][CH:4]=[CH:3][CH:2]=1.[ClH:19], predict the reaction product. The product is: [ClH:19].[C:1]1([CH:7]([N:13]2[CH2:18][CH2:17][CH2:16][CH2:15][CH2:14]2)[C:8]([OH:10])=[O:9])[CH:2]=[CH:3][CH:4]=[CH:5][CH:6]=1. (7) Given the reactants [CH3:1][O:2][C:3]1[CH:8]=[CH:7][C:6](I)=[CH:5][CH:4]=1.[OH-:10].[Cs+], predict the reaction product. The product is: [CH3:1][O:2][C:3]1[CH:8]=[CH:7][C:6]([OH:10])=[CH:5][CH:4]=1.